This data is from Catalyst prediction with 721,799 reactions and 888 catalyst types from USPTO. The task is: Predict which catalyst facilitates the given reaction. (1) Reactant: [NH:1]([C:28]([O:30][CH2:31][C:32]1[CH:37]=[CH:36][CH:35]=[CH:34][CH:33]=1)=[O:29])[C@H:2]([C:10]([NH:12][C@H:13]([C:25]([OH:27])=[O:26])[CH2:14][CH2:15][CH2:16][CH2:17][NH:18][C:19]([O:21][CH2:22][CH:23]=[CH2:24])=[O:20])=[O:11])[CH2:3][C:4]1[CH:9]=[CH:8][CH:7]=[CH:6][CH:5]=1.O.ON1C2C=CC=CC=2N=N1.[NH2:49][C:50]1[CH:57]=[CH:56][C:53]([CH2:54][OH:55])=[CH:52][CH:51]=1.CN1CCOCC1.CCN=C=NCCCN(C)C.C(O)(=O)CC(CC(O)=O)(C(O)=O)O. Product: [NH:1]([C:28]([O:30][CH2:31][C:32]1[CH:33]=[CH:34][CH:35]=[CH:36][CH:37]=1)=[O:29])[C@H:2]([C:10]([NH:12][C@H:13]([C:25]([OH:27])=[O:26])[CH2:14][CH2:15][CH2:16][CH2:17][NH:18][C:19]([O:21][CH2:22][CH:23]=[CH2:24])=[O:20])=[O:11])[CH2:3][C:4]1[CH:9]=[CH:8][CH:7]=[CH:6][CH:5]=1.[NH2:49][C:50]1[CH:57]=[CH:56][C:53]([CH2:54][OH:55])=[CH:52][CH:51]=1. The catalyst class is: 1. (2) Reactant: [CH2:1]([O:3][C:4](=[O:17])[C:5]([C:10]([C:12]1[O:13][CH:14]=[CH:15][CH:16]=1)=O)=[CH:6]N(C)C)[CH3:2].[N+]([O-])(O)=O.[NH2:22][C:23]([NH2:25])=[NH:24].C([O-])(=O)C.[Na+]. Product: [CH2:1]([O:3][C:4]([C:5]1[C:10]([C:12]2[O:13][CH:14]=[CH:15][CH:16]=2)=[N:24][C:23]([NH2:25])=[N:22][CH:6]=1)=[O:17])[CH3:2]. The catalyst class is: 3. (3) Product: [F:49][C:3]1[CH:2]=[C:1]([N:7]2[C:12](=[O:13])[C:11]3[S:14][CH:15]=[C:16]([C:17]4[CH:18]=[CH:19][CH:20]=[CH:21][CH:22]=4)[C:10]=3[N:9]=[CH:8]2)[CH:6]=[CH:5][CH:4]=1. Reactant: [C:1]1([N:7]2[C:12](=[O:13])[C:11]3[S:14][CH:15]=[C:16]([C:17]4[CH:22]=[CH:21][CH:20]=[CH:19][CH:18]=4)[C:10]=3[N:9]=[CH:8]2)[CH:6]=[CH:5][CH:4]=[CH:3][CH:2]=1.NC1C(C2C=CC=CC=2)=CSC=1C(OC)=O.C(OCC)(OCC)OCC.[F:49]C1C=C(C=CC=1)N. The catalyst class is: 15. (4) Reactant: [Cl:1][C:2]1[C:7]([C:8]([O:10]CC)=[O:9])=[C:6]([F:13])[C:5]([CH2:14][NH:15][C:16](=[O:22])[C:17]([CH3:21])([CH3:20])[CH2:18][F:19])=[CH:4][CH:3]=1.[OH-].[Na+]. Product: [Cl:1][C:2]1[C:7]([C:8]([OH:10])=[O:9])=[C:6]([F:13])[C:5]([CH2:14][NH:15][C:16](=[O:22])[C:17]([CH3:20])([CH3:21])[CH2:18][F:19])=[CH:4][CH:3]=1. The catalyst class is: 87. (5) Reactant: [F:1][C:2]1[CH:7]=[CH:6][C:5]([C:8]2[CH2:13][CH2:12][CH2:11][CH2:10][C:9]=2[C:14]2[CH:19]=[CH:18][N:17]=[C:16]([NH2:20])[CH:15]=2)=[CH:4][CH:3]=1.[H][H]. Product: [F:1][C:2]1[CH:3]=[CH:4][C:5]([C@H:8]2[CH2:13][CH2:12][CH2:11][CH2:10][C@H:9]2[C:14]2[CH:19]=[CH:18][N:17]=[C:16]([NH2:20])[CH:15]=2)=[CH:6][CH:7]=1. The catalyst class is: 19.